This data is from Forward reaction prediction with 1.9M reactions from USPTO patents (1976-2016). The task is: Predict the product of the given reaction. (1) Given the reactants C[Si](Cl)(C)C.C[OH:7].[CH3:8][O:9][CH2:10][CH2:11][N:12]([CH3:23])[C:13]1[N:18]=[CH:17][C:16]([CH:19]([CH3:22])[C:20]#N)=[CH:15][CH:14]=1.[C:24]([O-])(O)=[O:25].[Na+], predict the reaction product. The product is: [CH3:8][O:9][CH2:10][CH2:11][N:12]([CH3:23])[C:13]1[N:18]=[CH:17][C:16]([CH:19]([CH3:22])[C:20]([O:25][CH3:24])=[O:7])=[CH:15][CH:14]=1. (2) Given the reactants [Cl:1][C:2]1[CH:10]=[CH:9][C:5]([C:6]([OH:8])=O)=[CH:4][N:3]=1.CN(C(ON1N=NC2C=CC=CC1=2)=[N+](C)C)C.F[P-](F)(F)(F)(F)F.CN(C=O)C.C(N(CC)C(C)C)(C)C.[F:49][C:50]([F:60])([F:59])[C:51]1[CH:58]=[CH:57][C:54]([CH2:55][NH2:56])=[CH:53][CH:52]=1, predict the reaction product. The product is: [Cl:1][C:2]1[CH:10]=[CH:9][C:5]([C:6]([NH:56][CH2:55][C:54]2[CH:53]=[CH:52][C:51]([C:50]([F:49])([F:59])[F:60])=[CH:58][CH:57]=2)=[O:8])=[CH:4][N:3]=1. (3) Given the reactants Br[CH:2]([CH2:6][CH2:7][CH2:8][CH3:9])[C:3]([OH:5])=[O:4].[Cl:10][C:11]1[CH:16]=[C:15]([Cl:17])[CH:14]=[C:13]([Cl:18])[C:12]=1[OH:19].[NH2:20][C:21]1[S:22][CH:23]=[CH:24][N:25]=1, predict the reaction product. The product is: [Cl:10][C:11]1[CH:16]=[C:15]([Cl:17])[CH:14]=[C:13]([Cl:18])[C:12]=1[O:19][CH:2]([CH2:6][CH2:7][CH2:8][CH3:9])[C:3]([OH:5])=[O:4].[Cl:10][C:11]1[CH:16]=[C:15]([Cl:17])[CH:14]=[C:13]([Cl:18])[C:12]=1[O:19][CH:2]([CH2:6][CH2:7][CH2:8][CH3:9])[C:3]([NH:20][C:21]1[S:22][CH:23]=[CH:24][N:25]=1)=[O:4]. (4) Given the reactants [N:1]1([C:6]2[CH:25]=[CH:24][C:9]([CH2:10][C:11]3[C:12]([Cl:23])=[CH:13][C:14]([CH:21]=O)=[C:15]([CH:20]=3)[C:16](OC)=[O:17])=[CH:8][CH:7]=2)[CH:5]=[CH:4][CH:3]=[N:2]1.Cl.[NH2:27][C@@H:28]1[CH2:33][CH2:32][CH2:31][CH2:30][C@H:29]1[OH:34].C(N(CC)CC)C.S([O-])([O-])(=O)=O.[Mg+2], predict the reaction product. The product is: [Cl:23][C:12]1[CH:13]=[C:14]2[C:15](=[CH:20][C:11]=1[CH2:10][C:9]1[CH:8]=[CH:7][C:6]([N:1]3[CH:5]=[CH:4][CH:3]=[N:2]3)=[CH:25][CH:24]=1)[C:16](=[O:17])[N:27]([C@@H:28]1[CH2:33][CH2:32][CH2:31][CH2:30][C@H:29]1[OH:34])[CH2:21]2.